From a dataset of Full USPTO retrosynthesis dataset with 1.9M reactions from patents (1976-2016). Predict the reactants needed to synthesize the given product. (1) Given the product [Br:1][C:2]1[CH:10]=[CH:9][C:8]([F:11])=[CH:7][C:3]=1[C:4]([N:14]([O:15][CH3:16])[CH3:13])=[O:5], predict the reactants needed to synthesize it. The reactants are: [Br:1][C:2]1[CH:10]=[CH:9][C:8]([F:11])=[CH:7][C:3]=1[C:4](O)=[O:5].Cl.[CH3:13][NH:14][O:15][CH3:16].OC1C2N=NNC=2C=CC=1.C(N(CC)CC)C. (2) Given the product [C:28]([CH:9]([C:19]([OH:21])=[O:20])[N:10]([CH2:15][CH2:16][CH2:17][CH3:18])[CH2:11][CH2:12][CH2:13][CH3:14])([O:30][CH2:31][CH:32]1[C:44]2[C:39](=[CH:40][CH:41]=[CH:42][CH:43]=2)[C:38]2[C:33]1=[CH:34][CH:35]=[CH:36][CH:37]=2)=[O:29], predict the reactants needed to synthesize it. The reactants are: C([CH:9]([C:19]([OH:21])=[O:20])[N:10]([CH2:15][CH2:16][CH2:17][CH3:18])[CH2:11][CH2:12][CH2:13][CH3:14])(=O)C1C=CC=CC=1.Cl.C(=O)(O)[O-].[Na+].[C:28](Cl)([O:30][CH2:31][CH:32]1[C:44]2[C:39](=[CH:40][CH:41]=[CH:42][CH:43]=2)[C:38]2[C:33]1=[CH:34][CH:35]=[CH:36][CH:37]=2)=[O:29]. (3) Given the product [C:1]([C:5]1[CH:10]=[CH:9][C:8]([S:11]([NH:14][C:15]2[CH:20]=[CH:19][C:18]([Cl:21])=[CH:17][C:16]=2[C:22](=[O:29])[C:23]2[CH:24]=[CH:25][N+:26]([O-:38])=[CH:27][CH:28]=2)(=[O:13])=[O:12])=[CH:7][CH:6]=1)([CH3:4])([CH3:2])[CH3:3], predict the reactants needed to synthesize it. The reactants are: [C:1]([C:5]1[CH:10]=[CH:9][C:8]([S:11]([NH:14][C:15]2[CH:20]=[CH:19][C:18]([Cl:21])=[CH:17][C:16]=2[C:22](=[O:29])[C:23]2[CH:28]=[CH:27][N:26]=[CH:25][CH:24]=2)(=[O:13])=[O:12])=[CH:7][CH:6]=1)([CH3:4])([CH3:3])[CH3:2].ClC1C=CC=C(C(OO)=[O:38])C=1.S(S([O-])=O)([O-])=O.[Na+].[Na+].